Dataset: Catalyst prediction with 721,799 reactions and 888 catalyst types from USPTO. Task: Predict which catalyst facilitates the given reaction. Reactant: [CH2:1]([O:8][C:9]([N:11]1[CH2:15][C@@H:14]([F:16])[C@@H:13]([C:17]([OH:19])=O)[CH2:12]1)=[O:10])[C:2]1[CH:7]=[CH:6][CH:5]=[CH:4][CH:3]=1.ClC(N(C)C)=C(C)C.[NH2:28][C:29]1[CH:34]=[C:33]([C:35]2[N:40]=[C:39]([NH:41][CH2:42][CH:43]3[CH2:48][CH2:47][O:46][CH2:45][CH2:44]3)[CH:38]=[N:37][CH:36]=2)[C:32]([Cl:49])=[CH:31][N:30]=1.N1C=CC=CC=1. Product: [CH2:1]([O:8][C:9]([N:11]1[CH2:15][C@@H:14]([F:16])[C@@H:13]([C:17](=[O:19])[NH:28][C:29]2[CH:34]=[C:33]([C:35]3[CH:36]=[N:37][CH:38]=[C:39]([NH:41][CH2:42][CH:43]4[CH2:48][CH2:47][O:46][CH2:45][CH2:44]4)[N:40]=3)[C:32]([Cl:49])=[CH:31][N:30]=2)[CH2:12]1)=[O:10])[C:2]1[CH:3]=[CH:4][CH:5]=[CH:6][CH:7]=1. The catalyst class is: 91.